Dataset: Reaction yield outcomes from USPTO patents with 853,638 reactions. Task: Predict the reaction yield, written as a fraction of the theoretical maximum amount of product (1.0 means a 100% yield; for example, 0.34 means a 34% yield). (1) The reactants are [F:1][C:2]([F:12])([F:11])[CH2:3][CH2:4][C:5](=O)[CH2:6][CH2:7][CH:8]=O.[Cl-].[NH4+:14]. The catalyst is C(O)C.C(OCC)(=O)C. The product is [F:1][C:2]([F:12])([F:11])[CH2:3][CH2:4][C:5]1[NH:14][CH:8]=[CH:7][CH:6]=1. The yield is 0.210. (2) The reactants are [F:1][C:2]1[C:3]([NH2:17])=[N:4][C:5]([O:8][CH2:9][C:10]2[CH:15]=[CH:14][C:13]([F:16])=[CH:12][CH:11]=2)=[N:6][CH:7]=1.[H-].[Na+].[C:20](=O)([O:28]C1C=CC=CC=1)[O:21][C:22]1[CH:27]=[CH:26][CH:25]=[CH:24][CH:23]=1.CCOC(C)=O. The catalyst is C1COCC1. The product is [C:22]1([O:21][C:20](=[O:28])[NH:17][C:3]2[C:2]([F:1])=[CH:7][N:6]=[C:5]([O:8][CH2:9][C:10]3[CH:11]=[CH:12][C:13]([F:16])=[CH:14][CH:15]=3)[N:4]=2)[CH:27]=[CH:26][CH:25]=[CH:24][CH:23]=1. The yield is 0.210. (3) The reactants are P([O-])([O-])([O-])=O.[K+].[K+].[K+].COC(C)(C)C.[NH2:15][CH:16]([C:24]1[CH:29]=[CH:28][C:27]([Br:30])=[CH:26][CH:25]=1)[CH2:17][C:18]([O:20]CCC)=[O:19]. The product is [NH2:15][CH:16]([C:24]1[CH:25]=[CH:26][C:27]([Br:30])=[CH:28][CH:29]=1)[CH2:17][C:18]([OH:20])=[O:19]. The catalyst is CC(C)=O. The yield is 0.440. (4) The reactants are BrC1N2N=C(N)N=C2C=CC=1.[C:12]1(B(O)O)[CH2:17][CH2:16][CH2:15][CH2:14][CH:13]=1.C1(Br)C=CC=CC=1.O1C=CC([C:33]2[N:38]3[N:39]=[C:40]([NH:42][C:43]4[CH:48]=[CH:47][CH:46]=[CH:45][CH:44]=4)[N:41]=[C:37]3[CH:36]=[CH:35][CH:34]=2)=C1.[H][H]. The catalyst is [OH-].[Pd+2].[OH-]. The product is [CH:12]1([C:33]2[N:38]3[N:39]=[C:40]([NH:42][C:43]4[CH:48]=[CH:47][CH:46]=[CH:45][CH:44]=4)[N:41]=[C:37]3[CH:36]=[CH:35][CH:34]=2)[CH2:17][CH2:16][CH2:15][CH2:14][CH2:13]1. The yield is 0.110. (5) The reactants are [F:1][C:2]1[CH:11]=[C:10]2[C:5]([CH:6]=[C:7]([CH:18]3[CH2:22][CH2:21][CH2:20][NH:19]3)[C:8]([C:12]3[CH:17]=[CH:16][CH:15]=[CH:14][N:13]=3)=[N:9]2)=[CH:4][CH:3]=1.CCN(C(C)C)C(C)C.Cl[C:33]1[N:41]=[CH:40][N:39]=[C:38]2[C:34]=1[NH:35][CH:36]=[N:37]2. The catalyst is CCCCO. The product is [N:41]1[C:33]([N:19]2[CH2:20][CH2:21][CH2:22][CH:18]2[C:7]2[C:8]([C:12]3[CH:17]=[CH:16][CH:15]=[CH:14][N:13]=3)=[N:9][C:10]3[C:5]([CH:6]=2)=[CH:4][CH:3]=[C:2]([F:1])[CH:11]=3)=[C:34]2[C:38]([NH:37][CH:36]=[N:35]2)=[N:39][CH:40]=1. The yield is 0.530. (6) The reactants are [Br:1][C:2]1[N:7]=[CH:6][C:5]([OH:8])=[CH:4][CH:3]=1.C(=O)([O-])[O-].[K+].[K+].Cl[CH2:16][C:17]([O:19][CH3:20])=[O:18]. The catalyst is C1COCC1. The product is [CH3:20][O:19][C:17](=[O:18])[CH2:16][O:8][C:5]1[CH:6]=[N:7][C:2]([Br:1])=[CH:3][CH:4]=1. The yield is 0.780. (7) The reactants are [Cl-].O[NH3+:3].[C:4](=[O:7])([O-])[OH:5].[Na+].CS(C)=O.[CH2:13]([C:17]1[N:21]([CH2:22][C:23]2[CH:28]=[CH:27][C:26]([C:29]3[C:30]([C:35]#[N:36])=[CH:31][CH:32]=[CH:33][CH:34]=3)=[CH:25][CH:24]=2)[C:20](=[O:37])[N:19]([CH2:38][C:39]([C:41]2[CH:46]=[CH:45][C:44]([F:47])=[CH:43][CH:42]=2)=[O:40])[N:18]=1)[CH2:14][CH2:15][CH3:16]. The catalyst is C(OCC)(=O)C. The product is [CH2:13]([C:17]1[N:21]([CH2:22][C:23]2[CH:24]=[CH:25][C:26]([C:29]3[CH:34]=[CH:33][CH:32]=[CH:31][C:30]=3[C:35]3[NH:3][C:4](=[O:7])[O:5][N:36]=3)=[CH:27][CH:28]=2)[C:20](=[O:37])[N:19]([CH2:38][C:39]([C:41]2[CH:46]=[CH:45][C:44]([F:47])=[CH:43][CH:42]=2)=[O:40])[N:18]=1)[CH2:14][CH2:15][CH3:16]. The yield is 0.290.